This data is from Full USPTO retrosynthesis dataset with 1.9M reactions from patents (1976-2016). The task is: Predict the reactants needed to synthesize the given product. (1) Given the product [Cl:24][C:21]1[CH:20]=[CH:19][C:18]([C:12]2[C:11]3[CH2:10][CH2:9][NH:8][CH2:17][CH2:16][C:15]=3[N:14]([CH2:30][C:29]3[CH:32]=[CH:33][C:26]([F:25])=[C:27]([CH3:34])[CH:28]=3)[N:13]=2)=[CH:23][CH:22]=1, predict the reactants needed to synthesize it. The reactants are: C(OC([N:8]1[CH2:17][CH2:16][C:15]2[NH:14][N:13]=[C:12]([C:18]3[CH:23]=[CH:22][C:21]([Cl:24])=[CH:20][CH:19]=3)[C:11]=2[CH2:10][CH2:9]1)=O)(C)(C)C.[F:25][C:26]1[CH:33]=[CH:32][C:29]([CH2:30]Br)=[CH:28][C:27]=1[CH3:34]. (2) Given the product [F:18][C:19]1[CH:24]=[CH:23][C:22]([CH:25]([C:27]2[CH:32]=[CH:31][C:30]([F:33])=[CH:29][CH:28]=2)[S:14][CH2:15][CH2:16][OH:17])=[CH:21][CH:20]=1, predict the reactants needed to synthesize it. The reactants are: C([S:14][CH2:15][CH2:16][OH:17])(C1C=CC=CC=1)C1C=CC=CC=1.[F:18][C:19]1[CH:24]=[CH:23][C:22]([CH:25]([C:27]2[CH:32]=[CH:31][C:30]([F:33])=[CH:29][CH:28]=2)O)=[CH:21][CH:20]=1.